The task is: Predict the product of the given reaction.. This data is from Forward reaction prediction with 1.9M reactions from USPTO patents (1976-2016). (1) Given the reactants [N+:1]([C:4]1[CH:12]=[C:11]2[C:7]([CH:8]=[N:9][NH:10]2)=[CH:6][CH:5]=1)([O-:3])=[O:2].[N+:13]([O-])([OH:15])=[O:14], predict the reaction product. The product is: [N+:13]([C:5]1[CH:6]=[C:7]2[C:11](=[CH:12][C:4]=1[N+:1]([O-:3])=[O:2])[NH:10][N:9]=[CH:8]2)([O-:15])=[O:14]. (2) Given the reactants [Cl:1][C:2]1[CH:7]=[CH:6][C:5]([CH:8]2[N:12]([C:13]3[CH:18]=[C:17]([CH3:19])[C:16](=[O:20])[N:15]([CH3:21])[CH:14]=3)[C:11](=[O:22])[C:10](=O)[CH:9]2[C:24](=O)[CH2:25][CH3:26])=[CH:4][CH:3]=1.Cl.[CH:29]1([NH:32][NH2:33])[CH2:31][CH2:30]1, predict the reaction product. The product is: [Cl:1][C:2]1[CH:7]=[CH:6][C:5]([CH:8]2[C:9]3[C:24]([CH2:25][CH3:26])=[N:33][N:32]([CH:29]4[CH2:31][CH2:30]4)[C:10]=3[C:11](=[O:22])[N:12]2[C:13]2[CH:18]=[C:17]([CH3:19])[C:16](=[O:20])[N:15]([CH3:21])[CH:14]=2)=[CH:4][CH:3]=1. (3) Given the reactants [OH:1][CH2:2][C:3]1[CH:10]=[CH:9][C:6]([C:7]#[N:8])=[CH:5][CH:4]=1.[NH2:11][OH:12], predict the reaction product. The product is: [OH:12][N:11]=[C:7]([C:6]1[CH:9]=[CH:10][C:3]([CH2:2][OH:1])=[CH:4][CH:5]=1)[NH2:8]. (4) Given the reactants [CH:1]([C:3]1[CH:11]=[CH:10][C:6]([C:7]([OH:9])=[O:8])=[CH:5][C:4]=1[OH:12])=[O:2].[F-].[Cs+].I[CH2:16][CH3:17], predict the reaction product. The product is: [CH:1]([C:3]1[CH:11]=[CH:10][C:6]([C:7]([O:9][CH2:16][CH3:17])=[O:8])=[CH:5][C:4]=1[OH:12])=[O:2]. (5) Given the reactants [C:1](=[O:4])([O-])[O-].[NH4+:5].[NH4+:6].[C-]#N.[K+].[CH3:10][C:11]([C:13]1[CH:18]=[CH:17][CH:16]=[C:15]([Br:19])[CH:14]=1)=O.C[CH2:21][OH:22].O, predict the reaction product. The product is: [Br:19][C:15]1[CH:14]=[C:13]([C:11]2([CH3:10])[NH:6][C:21](=[O:22])[NH:5][C:1]2=[O:4])[CH:18]=[CH:17][CH:16]=1. (6) The product is: [CH3:42][C:40]1[CH:39]=[C:38]([Si:43]([CH3:46])([CH3:45])[CH3:44])[CH:37]=[C:36]([Si:13]([C:14]2[CH:19]=[C:18]([CH3:20])[CH:17]=[C:16]([Si:21]([CH3:24])([CH3:23])[CH3:22])[CH:15]=2)([C:25]2[CH:30]=[C:29]([CH3:31])[CH:28]=[C:27]([Si:32]([CH3:33])([CH3:34])[CH3:35])[CH:26]=2)[C:8]2[CH:7]([CH3:9])[C:6]([CH3:10])=[C:5]([CH3:11])[C:4]=2[CH3:3])[CH:41]=1. Given the reactants [H-].[K+].[CH3:3][C:4]1[CH2:8][C:7]([CH3:9])=[C:6]([CH3:10])[C:5]=1[CH3:11].Cl[Si:13]([C:36]1[CH:41]=[C:40]([CH3:42])[CH:39]=[C:38]([Si:43]([CH3:46])([CH3:45])[CH3:44])[CH:37]=1)([C:25]1[CH:30]=[C:29]([CH3:31])[CH:28]=[C:27]([Si:32]([CH3:35])([CH3:34])[CH3:33])[CH:26]=1)[C:14]1[CH:19]=[C:18]([CH3:20])[CH:17]=[C:16]([Si:21]([CH3:24])([CH3:23])[CH3:22])[CH:15]=1.C(=O)([O-])O.[Na+].C(=O)([O-])[O-].[Na+].[Na+], predict the reaction product.